This data is from Reaction yield outcomes from USPTO patents with 853,638 reactions. The task is: Predict the reaction yield, written as a fraction of the theoretical maximum amount of product (1.0 means a 100% yield; for example, 0.34 means a 34% yield). The reactants are [CH3:1][N:2]([CH3:26])[C:3](=[O:25])[CH2:4][C@@H:5]([NH:14]C(=O)OCC1C=CC=CC=1)[CH2:6][S:7][C:8]1[CH:13]=[CH:12][CH:11]=[CH:10][CH:9]=1. The catalyst is Br.C(O)(=O)C. The product is [NH2:14][C@@H:5]([CH2:6][S:7][C:8]1[CH:9]=[CH:10][CH:11]=[CH:12][CH:13]=1)[CH2:4][C:3]([N:2]([CH3:1])[CH3:26])=[O:25]. The yield is 0.960.